This data is from Catalyst prediction with 721,799 reactions and 888 catalyst types from USPTO. The task is: Predict which catalyst facilitates the given reaction. (1) Reactant: ClC(OC(Cl)C)=O.C([O-])(O)=O.[Na+].[CH3:13][O:14][C:15]([C:17]1[CH:18]2[N:41](C)[CH:21]([CH2:22][C:23]=1[C:24]1[CH:29]=[CH:28][C:27]([O:30][CH2:31][CH2:32][O:33][Si](C(C)(C)C)(C)C)=[CH:26][CH:25]=1)[CH2:20][CH2:19]2)=[O:16].CCN(C(C)C)C(C)C.[CH3:64][C:63]([O:62][C:60](O[C:60]([O:62][C:63]([CH3:66])([CH3:65])[CH3:64])=[O:61])=[O:61])([CH3:66])[CH3:65]. Product: [CH3:13][O:14][C:15]([C:17]1[CH:18]2[N:41]([C:60]([O:62][C:63]([CH3:64])([CH3:65])[CH3:66])=[O:61])[CH:21]([CH2:22][C:23]=1[C:24]1[CH:25]=[CH:26][C:27]([O:30][CH2:31][CH2:32][OH:33])=[CH:28][CH:29]=1)[CH2:20][CH2:19]2)=[O:16]. The catalyst class is: 26. (2) Reactant: [NH2:1][C:2]([C:5]1[CH:6]=[CH:7][C:8]2[C:12]([CH3:14])([CH3:13])[O:11][B:10]([OH:15])[C:9]=2[CH:16]=1)([CH3:4])[CH3:3].CN(C(ON1N=NC2C=CC=NC1=2)=[N+](C)C)C.F[P-](F)(F)(F)(F)F.CCN(C(C)C)C(C)C.[Cl:50][C:51]1[CH:52]=[C:53]([C:59]2([C:76]([F:79])([F:78])[F:77])[O:63][N:62]=[C:61]([C:64]3[N:65]4[C:69]([C:70]([C:73](O)=[O:74])=[CH:71][CH:72]=3)=[CH:68][CH:67]=[CH:66]4)[CH2:60]2)[CH:54]=[C:55]([Cl:58])[C:56]=1[Cl:57]. Product: [OH:15][B:10]1[C:9]2[CH:16]=[C:5]([C:2]([NH:1][C:73]([C:70]3[C:69]4[N:65]([CH:66]=[CH:67][CH:68]=4)[C:64]([C:61]4[CH2:60][C:59]([C:53]5[CH:54]=[C:55]([Cl:58])[C:56]([Cl:57])=[C:51]([Cl:50])[CH:52]=5)([C:76]([F:79])([F:77])[F:78])[O:63][N:62]=4)=[CH:72][CH:71]=3)=[O:74])([CH3:4])[CH3:3])[CH:6]=[CH:7][C:8]=2[C:12]([CH3:14])([CH3:13])[O:11]1. The catalyst class is: 721.